From a dataset of Reaction yield outcomes from USPTO patents with 853,638 reactions. Predict the reaction yield, written as a fraction of the theoretical maximum amount of product (1.0 means a 100% yield; for example, 0.34 means a 34% yield). (1) The reactants are FC(F)(F)C(O)=O.[NH2:8][C@@H:9]([CH2:14][C:15]1[CH:20]=[CH:19][C:18]([CH:21]2[S:25](=[O:27])(=[O:26])[NH:24][C:23](=[O:28])[CH2:22]2)=[C:17]([Br:29])[CH:16]=1)[C:10]([O:12]C)=[O:11].C(N(CC)CC)C.[C:37]1([S:43](Cl)(=[O:45])=[O:44])[CH:42]=[CH:41][CH:40]=[CH:39][CH:38]=1.[OH-].[Li+].Cl. The catalyst is CO.O. The product is [Br:29][C:17]1[CH:16]=[C:15]([CH2:14][C@@H:9]([NH:8][S:43]([C:37]2[CH:42]=[CH:41][CH:40]=[CH:39][CH:38]=2)(=[O:45])=[O:44])[C:10]([OH:12])=[O:11])[CH:20]=[CH:19][C:18]=1[CH:21]1[S:25](=[O:27])(=[O:26])[NH:24][C:23](=[O:28])[CH2:22]1. The yield is 0.700. (2) The reactants are [Br:1][C:2]1[CH:3]=[C:4]2[C:9](=[CH:10][CH:11]=1)[C:8](=O)[CH2:7][CH2:6][CH2:5]2.[Si]([C:17]#[N:18])(C)(C)C.[OH:19]S(O)(=O)=O.CC(O)=O. The catalyst is C1(C)C=CC=CC=1.[Zn+2].[I-].[I-].O. The product is [Br:1][C:2]1[CH:3]=[C:4]2[C:9](=[CH:10][CH:11]=1)[C:8]([C:17]([NH2:18])=[O:19])=[CH:7][CH2:6][CH2:5]2. The yield is 0.800.